From a dataset of Reaction yield outcomes from USPTO patents with 853,638 reactions. Predict the reaction yield, written as a fraction of the theoretical maximum amount of product (1.0 means a 100% yield; for example, 0.34 means a 34% yield). (1) The reactants are [CH3:1][N:2]1[C:10]2[C:5](=[CH:6][CH:7]=[CH:8][CH:9]=2)[C:4]([C:11]([OH:13])=O)=[CH:3]1.[NH:14]1[CH2:19][CH2:18][CH2:17][C@@H:16]2[C:20]3[CH:21]=[CH:22][CH:23]=[CH:24][C:25]=3[CH2:26][C@H:15]12.F[P-](F)(F)(F)(F)F.N1(OC(N(C)C)=[N+](C)C)C2N=CC=CC=2N=N1. No catalyst specified. The product is [N:14]1([C:11]([C:4]2[C:5]3[C:10](=[CH:9][CH:8]=[CH:7][CH:6]=3)[N:2]([CH3:1])[CH:3]=2)=[O:13])[CH2:19][CH2:18][CH2:17][C@@H:16]2[C:20]3[CH:21]=[CH:22][CH:23]=[CH:24][C:25]=3[CH2:26][C@H:15]12. The yield is 0.260. (2) The reactants are Cl[C:2]1[C:11]2[C:6](=[CH:7][CH:8]=[CH:9][CH:10]=2)[N:5]=[C:4]([C:12]2[CH:17]=[CH:16][C:15]([Cl:18])=[CH:14][C:13]=2[Cl:19])[N:3]=1.[NH2:20][CH2:21][CH2:22][NH:23][C:24]1[CH:31]=[CH:30][C:27]([C:28]#[N:29])=[CH:26][N:25]=1. No catalyst specified. The product is [Cl:19][C:13]1[CH:14]=[C:15]([Cl:18])[CH:16]=[CH:17][C:12]=1[C:4]1[N:3]=[C:2]([NH:20][CH2:21][CH2:22][NH:23][C:24]2[CH:31]=[CH:30][C:27]([C:28]#[N:29])=[CH:26][N:25]=2)[C:11]2[C:6](=[CH:7][CH:8]=[CH:9][CH:10]=2)[N:5]=1. The yield is 0.510.